From a dataset of Reaction yield outcomes from USPTO patents with 853,638 reactions. Predict the reaction yield, written as a fraction of the theoretical maximum amount of product (1.0 means a 100% yield; for example, 0.34 means a 34% yield). (1) The reactants are [Br:1][C:2]1[CH:7]=[CH:6][C:5](I)=[C:4]([CH3:9])[CH:3]=1.Br[C:11]([F:18])([F:17])[C:12]([O:14][CH2:15][CH3:16])=[O:13].[Cl-].[NH4+]. The catalyst is CS(C)=O.[Cu]. The product is [Br:1][C:2]1[CH:7]=[CH:6][C:5]([C:11]([F:18])([F:17])[C:12]([O:14][CH2:15][CH3:16])=[O:13])=[C:4]([CH3:9])[CH:3]=1. The yield is 0.920. (2) No catalyst specified. The yield is 0.540. The reactants are C([C:5]1[C:6]([C:24]([NH2:26])=[O:25])=[N:7][N:8]([C:18]2[CH:19]=[N:20][CH:21]=[CH:22][CH:23]=2)[C:9]=1[C:10]1[CH:15]=[CH:14][C:13]([CH2:16][NH2:17])=[CH:12][CH:11]=1)(C)(C)C.[CH3:27][S:28](Cl)(=[O:30])=[O:29]. The product is [C:10]([NH:26][C:24]([C:6]1[CH:5]=[C:9]([C:10]2[CH:11]=[CH:12][C:13]([CH2:16][NH:17][S:28]([CH3:27])(=[O:30])=[O:29])=[CH:14][CH:15]=2)[N:8]([C:18]2[CH:19]=[N:20][CH:21]=[CH:22][CH:23]=2)[N:7]=1)=[O:25])([CH3:15])([CH3:11])[CH3:9]. (3) The reactants are [CH3:1][O:2][C:3]1[CH:9]=[C:8]([O:10][CH2:11][C:12]([F:15])([F:14])[F:13])[C:7]([CH3:16])=[CH:6][C:4]=1[NH2:5].[C:17](Cl)(Cl)=[O:18]. The catalyst is CCOC(C)=O. The product is [N:5]([C:4]1[CH:6]=[C:7]([CH3:16])[C:8]([O:10][CH2:11][C:12]([F:13])([F:14])[F:15])=[CH:9][C:3]=1[O:2][CH3:1])=[C:17]=[O:18]. The yield is 0.980.